Dataset: Catalyst prediction with 721,799 reactions and 888 catalyst types from USPTO. Task: Predict which catalyst facilitates the given reaction. (1) Reactant: [CH3:1][CH2:2][CH2:3][CH2:4][C:5]1[O:13][C:12]2[CH:11]=[CH:10][C:9]([NH:14][S:15]([CH3:18])(=[O:17])=[O:16])=[CH:8][C:7]=2[C:6]=1[C:19]([C:21]1[CH:22]=[CH:23][C:24]([O:27][CH2:28][CH2:29][CH2:30][N:31]([CH2:36][CH2:37][CH2:38][CH3:39])[CH2:32][CH2:33][CH2:34][CH3:35])=[CH:25][CH:26]=1)=[O:20].Cl. Product: [CH3:1][CH2:2][CH2:3][CH2:4][C:5]1[O:13][C:12]2[CH:11]=[CH:10][C:9]([NH:14][S:15]([CH3:18])(=[O:17])=[O:16])=[CH:8][C:7]=2[C:6]=1[C:19]([C:21]1[CH:22]=[CH:23][C:24]([O:27][CH2:28][CH2:29][CH2:30][N:31]([CH2:36][CH2:37][CH2:38][CH3:39])[CH2:32][CH2:33][CH2:34][CH3:35])=[CH:25][CH:26]=1)=[O:20]. The catalyst class is: 4. (2) Reactant: [F:1][CH:2]([F:17])[CH2:3][CH2:4][CH2:5][N:6]1[C:14]2[C:9](=[N:10][CH:11]=[CH:12][CH:13]=2)[N:8]=[C:7]1[CH2:15]O.[CH:18]1([N:21]2[C:29]3[CH:28]=[CH:27][N:26]=[CH:25][C:24]=3[NH:23][C:22]2=[O:30])[CH2:20][CH2:19]1.C1(P(C2C=CC=CC=2)C2C=CC=CC=2)C=CC=CC=1.N(C([O-])=O)=NC([O-])=O. Product: [CH:18]1([N:21]2[C:29]3[CH:28]=[CH:27][N:26]=[CH:25][C:24]=3[N:23]([CH2:15][C:7]3[N:6]([CH2:5][CH2:4][CH2:3][CH:2]([F:17])[F:1])[C:14]4[C:9]([N:8]=3)=[N:10][CH:11]=[CH:12][CH:13]=4)[C:22]2=[O:30])[CH2:20][CH2:19]1. The catalyst class is: 1. (3) Reactant: [N+:1]([C:4]1[CH:5]=[CH:6][C:7]([O:13][C:14]([F:17])([F:16])[F:15])=[C:8]([CH:12]=1)[C:9]([OH:11])=[O:10])([O-])=O.[H][H]. The catalyst class is: 29. Product: [NH2:1][C:4]1[CH:5]=[CH:6][C:7]([O:13][C:14]([F:15])([F:16])[F:17])=[C:8]([CH:12]=1)[C:9]([OH:11])=[O:10]. (4) Product: [Br:23][CH2:10][C:9]1[C:5]2[CH:4]=[C:3]([O:2][CH3:1])[C:20]([O:21][CH3:22])=[CH:19][C:6]=2[S:7][C:8]=1[C:11]([N:13]1[CH2:14][CH2:15][O:16][CH2:17][CH2:18]1)=[O:12]. Reactant: [CH3:1][O:2][C:3]1[C:20]([O:21][CH3:22])=[CH:19][C:6]2[S:7][C:8]([C:11]([N:13]3[CH2:18][CH2:17][O:16][CH2:15][CH2:14]3)=[O:12])=[C:9]([CH3:10])[C:5]=2[CH:4]=1.[Br:23]N1C(=O)CCC1=O.N(C(C)(C)C#N)=NC(C)(C)C#N. The catalyst class is: 53. (5) Reactant: [C:1]([O:5][C:6]([N:8]1[C:17]2[C:12](=[CH:13][CH:14]=[CH:15][CH:16]=2)[C:11](=O)[C:10]([CH3:20])([CH3:19])[CH2:9]1)=[O:7])([CH3:4])([CH3:3])[CH3:2].[BH4-].[Na+]. Product: [C:1]([O:5][C:6]([N:8]1[C:17]2[C:12](=[CH:13][CH:14]=[CH:15][CH:16]=2)[CH2:11][C:10]([CH3:20])([CH3:19])[CH2:9]1)=[O:7])([CH3:4])([CH3:2])[CH3:3]. The catalyst class is: 5. (6) Reactant: [Cl:1][C:2]1[N:7]=[CH:6][C:5]([CH2:8][NH:9][C:10]2[C:11](=O)[O:12][CH2:13][CH:14]=2)=[CH:4][CH:3]=1.[H-].[Na+].Br[CH2:19][CH:20]=[C:21]([Cl:23])[Cl:22].C[OH:25]. Product: [Cl:1][C:2]1[N:7]=[CH:6][C:5]([CH2:8][N:9]([CH2:19][CH:20]=[C:21]([Cl:23])[Cl:22])[C:10]2[CH2:11][O:12][C:13](=[O:25])[CH:14]=2)=[CH:4][CH:3]=1. The catalyst class is: 7. (7) Reactant: ClN1C(=O)CCC1=O.[OH:9]/[N:10]=[CH:11]/[CH2:12][CH2:13][NH:14][C:15](=[O:28])[C:16]1[CH:21]=[C:20]([CH3:22])[CH:19]=[CH:18][C:17]=1[N:23]1[N:27]=[CH:26][CH:25]=[N:24]1.[C:29]([C:31]1[CH:36]=[CH:35][C:34]([F:37])=[CH:33][N:32]=1)#[CH:30].CCN(CC)CC. Product: [F:37][C:34]1[CH:35]=[CH:36][C:31]([C:29]2[O:9][N:10]=[C:11]([CH2:12][CH2:13][NH:14][C:15](=[O:28])[C:16]3[CH:21]=[C:20]([CH3:22])[CH:19]=[CH:18][C:17]=3[N:23]3[N:24]=[CH:25][CH:26]=[N:27]3)[CH:30]=2)=[N:32][CH:33]=1. The catalyst class is: 827. (8) Reactant: [I:1][C:2]1[CH:3]=[C:4]2[C:9](=[CH:10][CH:11]=1)[N:8]=[CH:7][N:6]=[C:5]2[OH:12].C1(C)C=CC=CC=1.FC(F)(F)C(O)=O.[O:27]1[CH:32]=[CH:31][CH2:30][CH2:29][CH2:28]1. Product: [I:1][C:2]1[CH:3]=[C:4]2[C:9](=[CH:10][CH:11]=1)[N:8]=[CH:7][N:6]=[C:5]2[O:12][CH:28]1[CH2:29][CH2:30][CH2:31][CH2:32][O:27]1. The catalyst class is: 195. (9) Reactant: CC[O-].[Na+].[S:5]1[CH:9]=[CH:8][CH:7]=[C:6]1[CH:10]=O.[C:12]([O:21]CC)(=[O:20])[CH2:13][CH2:14][C:15]([O:17][CH2:18][CH3:19])=[O:16]. Product: [CH2:18]([O:17][C:15]([C:14](=[CH:10][C:6]1[S:5][CH:9]=[CH:8][CH:7]=1)[CH2:13][C:12]([OH:21])=[O:20])=[O:16])[CH3:19]. The catalyst class is: 8.